Dataset: Reaction yield outcomes from USPTO patents with 853,638 reactions. Task: Predict the reaction yield, written as a fraction of the theoretical maximum amount of product (1.0 means a 100% yield; for example, 0.34 means a 34% yield). The reactants are Br[C:2]1[CH:3]=[CH:4][C:5]([F:29])=[C:6]([C:8]2([C:19]3[CH:24]=[CH:23][N:22]=[C:21]([C:25]([F:28])([F:27])[F:26])[CH:20]=3)[C:16]3[C:11](=[C:12]([F:17])[CH:13]=[CH:14][CH:15]=3)[C:10]([NH2:18])=[N:9]2)[CH:7]=1.CC1(C)C(C)(C)OB([C:38]2[CH:39]=[N:40][CH:41]=[C:42]([CH:45]=2)[C:43]#[N:44])O1. No catalyst specified. The product is [NH2:18][C:10]1[C:11]2[C:16](=[CH:15][CH:14]=[CH:13][C:12]=2[F:17])[C:8]([C:6]2[CH:7]=[C:2]([C:38]3[CH:39]=[N:40][CH:41]=[C:42]([CH:45]=3)[C:43]#[N:44])[CH:3]=[CH:4][C:5]=2[F:29])([C:19]2[CH:24]=[CH:23][N:22]=[C:21]([C:25]([F:27])([F:28])[F:26])[CH:20]=2)[N:9]=1. The yield is 0.650.